Predict which catalyst facilitates the given reaction. From a dataset of Catalyst prediction with 721,799 reactions and 888 catalyst types from USPTO. (1) Reactant: [F:1][C:2]1[CH:3]=[C:4]([S:9]([C:12]2[CH:13]=[C:14]3[C:18](=[CH:19][CH:20]=2)[N:17](C(C2C=CC=CC=2)(C2C=CC=CC=2)C2C=CC=CC=2)[N:16]=[C:15]3[NH:40][C:41](=[O:61])[C:42]2[CH:47]=[CH:46][C:45]([C:48]([N:50]3[CH2:55][CH2:54][CH:53]([N:56]4[CH2:60][CH2:59][CH2:58][CH2:57]4)[CH2:52][CH2:51]3)=[O:49])=[CH:44][CH:43]=2)(=[O:11])=[O:10])[CH:5]=[C:6]([F:8])[CH:7]=1.Cl.CO. Product: [F:1][C:2]1[CH:3]=[C:4]([S:9]([C:12]2[CH:13]=[C:14]3[C:18](=[CH:19][CH:20]=2)[NH:17][N:16]=[C:15]3[NH:40][C:41](=[O:61])[C:42]2[CH:43]=[CH:44][C:45]([C:48]([N:50]3[CH2:55][CH2:54][CH:53]([N:56]4[CH2:60][CH2:59][CH2:58][CH2:57]4)[CH2:52][CH2:51]3)=[O:49])=[CH:46][CH:47]=2)(=[O:11])=[O:10])[CH:5]=[C:6]([F:8])[CH:7]=1. The catalyst class is: 12. (2) Reactant: [SH:1][C:2]1[NH:3][C:4](=[O:12])[CH:5]=[C:6]([S:10][CH3:11])[C:7]=1[C:8]#[N:9].[H-].[Na+].Br[CH2:16][C:17]([NH2:19])=[O:18]. Product: [C:8]([C:7]1[C:6]([S:10][CH3:11])=[CH:5][C:4](=[O:12])[NH:3][C:2]=1[S:1][CH2:16][C:17]([NH2:19])=[O:18])#[N:9]. The catalyst class is: 3. (3) Reactant: O1[C:5]2([CH2:10][CH2:9][CH:8]([N:11]3[C:15]([CH:16]([CH3:18])[CH3:17])=[CH:14][C:13]([CH:19]([CH3:21])[CH3:20])=[N:12]3)[CH2:7][CH2:6]2)[O:4]CC1.Cl. Product: [CH:19]([C:13]1[CH:14]=[C:15]([CH:16]([CH3:18])[CH3:17])[N:11]([CH:8]2[CH2:9][CH2:10][C:5](=[O:4])[CH2:6][CH2:7]2)[N:12]=1)([CH3:20])[CH3:21]. The catalyst class is: 21. (4) Reactant: [C:1]([C:3]1[N:8]=[CH:7][C:6]([CH:9]([CH3:13])[C:10]([OH:12])=O)=[CH:5][CH:4]=1)#[N:2].ON1C2C=CC=CC=2N=N1.C(N=C=NCCCN(C)C)C.[CH3:35][CH:36]1[CH2:41][CH2:40][N:39]([C:42]2[C:47]([CH2:48][NH2:49])=[CH:46][CH:45]=[C:44]([C:50]([F:53])([F:52])[F:51])[N:43]=2)[CH2:38][CH2:37]1. Product: [C:1]([C:3]1[N:8]=[CH:7][C:6]([CH:9]([CH3:13])[C:10]([NH:49][CH2:48][C:47]2[C:42]([N:39]3[CH2:40][CH2:41][CH:36]([CH3:35])[CH2:37][CH2:38]3)=[N:43][C:44]([C:50]([F:53])([F:51])[F:52])=[CH:45][CH:46]=2)=[O:12])=[CH:5][CH:4]=1)#[N:2]. The catalyst class is: 47. (5) Reactant: [OH:1][C:2]1[CH:29]=[CH:28][C:5]2[CH2:6][C@@H:7]([CH2:23][C:24]([O:26][CH3:27])=[O:25])[C:8](=[O:22])[N:9]([CH2:11][C:12]3[CH:17]=[CH:16][C:15]([C:18]([F:21])([F:20])[F:19])=[CH:14][CH:13]=3)[CH2:10][C:4]=2[CH:3]=1.C1C=CC(P(C2C=CC=CC=2)C2C=CC=CC=2)=CC=1.[N+:49]([C:52]1[CH:66]=[CH:65][C:55]([CH2:56][O:57][C:58]([NH:60][CH2:61][CH2:62][CH2:63]O)=[O:59])=[CH:54][CH:53]=1)([O-:51])=[O:50].CCOC(/N=N/C(OCC)=O)=O. Product: [N+:49]([C:52]1[CH:66]=[CH:65][C:55]([CH2:56][O:57][C:58]([NH:60][CH2:61][CH2:62][CH2:63][O:1][C:2]2[CH:29]=[CH:28][C:5]3[CH2:6][C@@H:7]([CH2:23][C:24]([O:26][CH3:27])=[O:25])[C:8](=[O:22])[N:9]([CH2:11][C:12]4[CH:13]=[CH:14][C:15]([C:18]([F:21])([F:19])[F:20])=[CH:16][CH:17]=4)[CH2:10][C:4]=3[CH:3]=2)=[O:59])=[CH:54][CH:53]=1)([O-:51])=[O:50]. The catalyst class is: 2.